Dataset: Forward reaction prediction with 1.9M reactions from USPTO patents (1976-2016). Task: Predict the product of the given reaction. (1) Given the reactants C[Si](C)(C)[N-][Si](C)(C)C.[Li+].[F:11][C:12]([F:22])([F:21])[C@H:13]([CH3:20])[CH2:14][C:15]([O:17][CH2:18][CH3:19])=[O:16].Br[C:24]1[CH:29]=[CH:28][C:27]([CH2:30][CH3:31])=[CH:26][CH:25]=1.C1CCCCC1, predict the reaction product. The product is: [CH2:30]([C:27]1[CH:28]=[CH:29][C:24]([CH:14]([C@@H:13]([CH3:20])[C:12]([F:21])([F:22])[F:11])[C:15]([O:17][CH2:18][CH3:19])=[O:16])=[CH:25][CH:26]=1)[CH3:31]. (2) The product is: [C:5](/[N:6]=[C:8](\[S:9][CH3:1])/[NH:7][C:10]1[CH:20]=[CH:19][C:13]([C:14](=[O:15])[N:16]([CH3:18])[CH3:17])=[CH:12][CH:11]=1)#[N:4]. Given the reactants [CH3:1][O-].[Na+].[N:4]#[C:5][NH2:6].[N:7]([C:10]1[CH:20]=[CH:19][C:13]([C:14]([N:16]([CH3:18])[CH3:17])=[O:15])=[CH:12][CH:11]=1)=[C:8]=[S:9].IC, predict the reaction product. (3) Given the reactants [C:1]([O:5][C:6]([N:8]1[CH2:15][CH2:14][C:11]2([O:13][CH2:12]2)[CH2:10][CH2:9]1)=[O:7])([CH3:4])([CH3:3])[CH3:2].C(N(CC)CC)C.[FH:23].F.F.C(N(CC)CC)C, predict the reaction product. The product is: [C:1]([O:5][C:6]([N:8]1[CH2:15][CH2:14][C:11]([F:23])([CH2:12][OH:13])[CH2:10][CH2:9]1)=[O:7])([CH3:4])([CH3:3])[CH3:2]. (4) Given the reactants Br[C:2]1[CH:3]=[C:4]([NH2:14])[CH:5]=[N:6][C:7]=1[O:8][CH2:9][C:10]([F:13])([F:12])[F:11].[Cl:15][C:16]1[CH:21]=[CH:20][C:19](B(O)O)=[CH:18][CH:17]=1.P([O-])([O-])([O-])=O.[K+].[K+].[K+], predict the reaction product. The product is: [Cl:15][C:16]1[CH:21]=[CH:20][C:19]([C:2]2[CH:3]=[C:4]([NH2:14])[CH:5]=[N:6][C:7]=2[O:8][CH2:9][C:10]([F:13])([F:12])[F:11])=[CH:18][CH:17]=1. (5) Given the reactants [CH3:1][C:2]([C:8]1[CH:13]=[CH:12][CH:11]=[CH:10][CH:9]=1)([CH3:7])[CH2:3][C:4](O)=[O:5].C[N:15](C=O)C.C(Cl)(=O)C(Cl)=O, predict the reaction product. The product is: [CH3:1][C:2]([C:8]1[CH:13]=[CH:12][CH:11]=[CH:10][CH:9]=1)([CH3:7])[CH2:3][C:4]([NH2:15])=[O:5]. (6) Given the reactants [CH2:1]([C:3]1[N:8]=[C:7]([NH2:9])[CH:6]=[CH:5][N:4]=1)[CH3:2].Br[C:11]1[C:12](=[O:19])[N:13]([CH3:18])[CH:14]=[C:15]([Br:17])[CH:16]=1.CC1(C)C2C(=C(P(C3C=CC=CC=3)C3C=CC=CC=3)C=CC=2)OC2C(P(C3C=CC=CC=3)C3C=CC=CC=3)=CC=CC1=2.C([O-])([O-])=O.[Cs+].[Cs+], predict the reaction product. The product is: [Br:17][C:15]1[CH:16]=[C:11]([NH:9][C:7]2[CH:6]=[CH:5][N:4]=[C:3]([CH2:1][CH3:2])[N:8]=2)[C:12](=[O:19])[N:13]([CH3:18])[CH:14]=1.